From a dataset of Forward reaction prediction with 1.9M reactions from USPTO patents (1976-2016). Predict the product of the given reaction. (1) Given the reactants C([O:8][C:9]1[CH:10]=[CH:11][C:12]([C:15]2[N:19]([C:20]3[CH:21]=[N:22][C:23]([O:26][CH3:27])=[CH:24][CH:25]=3)[N:18]=[C:17]([C:28]([N:30]3[CH2:35][CH2:34][N:33]([CH3:36])[CH2:32][CH2:31]3)=[O:29])[CH:16]=2)=[N:13][CH:14]=1)C1C=CC=CC=1.[H][H], predict the reaction product. The product is: [OH:8][C:9]1[CH:10]=[CH:11][C:12]([C:15]2[N:19]([C:20]3[CH:21]=[N:22][C:23]([O:26][CH3:27])=[CH:24][CH:25]=3)[N:18]=[C:17]([C:28]([N:30]3[CH2:35][CH2:34][N:33]([CH3:36])[CH2:32][CH2:31]3)=[O:29])[CH:16]=2)=[N:13][CH:14]=1. (2) Given the reactants C([SiH](CC)CC)C.[CH3:8][O:9][C:10](=[O:40])[C:11]([C:13]1[C:21]2[C:16](=[CH:17][CH:18]=[CH:19][C:20]=2[F:22])[NH:15][C:14]=1[C:23]1[CH:28]=[CH:27][C:26]([Cl:29])=[C:25]([S:30](=[O:39])(=[O:38])[NH:31][CH:32]2[CH2:37][CH2:36][CH2:35][CH2:34][CH2:33]2)[CH:24]=1)=O, predict the reaction product. The product is: [CH3:8][O:9][C:10](=[O:40])[CH2:11][C:13]1[C:21]2[C:16](=[CH:17][CH:18]=[CH:19][C:20]=2[F:22])[NH:15][C:14]=1[C:23]1[CH:28]=[CH:27][C:26]([Cl:29])=[C:25]([S:30](=[O:38])(=[O:39])[NH:31][CH:32]2[CH2:37][CH2:36][CH2:35][CH2:34][CH2:33]2)[CH:24]=1. (3) Given the reactants [CH3:1][O:2][C:3]1[CH:8]=[CH:7][C:6]([O:9][CH3:10])=[CH:5][C:4]=1[CH3:11].[N+:12]([O-])([OH:14])=[O:13], predict the reaction product. The product is: [CH3:1][O:2][C:3]1[CH:8]=[C:7]([N+:12]([O-:14])=[O:13])[C:6]([O:9][CH3:10])=[CH:5][C:4]=1[CH3:11]. (4) Given the reactants C([O:8][CH2:9][C:10]1[N:14]([C:15]2[CH:20]=[CH:19][C:18]([C:21]([NH:23][CH2:24][CH3:25])=[O:22])=[CH:17][CH:16]=2)[N:13]=[N:12][C:11]=1[C:26]([NH:28][CH:29]1[CH2:31][CH2:30]1)=[O:27])C1C=CC=CC=1.CO, predict the reaction product. The product is: [CH:29]1([NH:28][C:26]([C:11]2[N:12]=[N:13][N:14]([C:15]3[CH:20]=[CH:19][C:18]([C:21]([NH:23][CH2:24][CH3:25])=[O:22])=[CH:17][CH:16]=3)[C:10]=2[CH2:9][OH:8])=[O:27])[CH2:30][CH2:31]1. (5) Given the reactants [Cl:1][C:2]1[N:7]=[C:6](Cl)[C:5]([O:9][CH3:10])=[CH:4][N:3]=1.[CH3:11]B1OB(C)OB(C)O1.P([O-])([O-])([O-])=O.[K+].[K+].[K+], predict the reaction product. The product is: [Cl:1][C:2]1[N:7]=[C:6]([CH3:11])[C:5]([O:9][CH3:10])=[CH:4][N:3]=1. (6) The product is: [Br:10][C:11]1[CH:12]=[CH:13][C:14]([O:18][CH3:19])=[C:15]([CH:16]=1)[O:17][Si:24]([C:20]([CH3:23])([CH3:22])[CH3:21])([CH3:26])[CH3:25]. Given the reactants C(N(C(C)C)C(C)C)C.[Br:10][C:11]1[CH:12]=[CH:13][C:14]([O:18][CH3:19])=[C:15]([OH:17])[CH:16]=1.[C:20]([Si:24](Cl)([CH3:26])[CH3:25])([CH3:23])([CH3:22])[CH3:21].C([O-])(O)=O.[Na+], predict the reaction product. (7) The product is: [CH2:42]([C:5]1[CH:4]=[C:3]([OH:44])[C:2]([F:1])=[CH:7][C:6]=1[C:8]1[N:13]=[C:12]([NH:14][CH2:15][C:16]2[CH:21]=[CH:20][CH:19]=[CH:18][C:17]=2[N:22]([CH3:27])[S:23]([CH3:26])(=[O:24])=[O:25])[C:11]2[C:28]([C:39]3[NH:85][C:67]([CH3:68])=[N:63][N:64]=3)=[N:29][NH:30][C:10]=2[CH:9]=1)[CH3:43]. Given the reactants [F:1][C:2]1[C:3]([O:44]COCC[Si](C)(C)C)=[CH:4][C:5]([CH2:42][CH3:43])=[C:6]([C:8]2[N:13]=[C:12]([NH:14][CH2:15][C:16]3[CH:21]=[CH:20][CH:19]=[CH:18][C:17]=3[N:22]([CH3:27])[S:23]([CH3:26])(=[O:25])=[O:24])[C:11]3[C:28]([C:39](O)=O)=[N:29][N:30](COCC[Si](C)(C)C)[C:10]=3[CH:9]=2)[CH:7]=1.Cl.NN.F[P-](F)(F)(F)(F)F.[N:63]1(O[P+](N(C)C)(N(C)C)N(C)C)[C:67]2[CH:68]=CC=CC=2N=[N:64]1.CC[N:85](C(C)C)C(C)C.Cl.C(=N)(N)C, predict the reaction product. (8) Given the reactants [CH3:1][S:2]([C:5]1[CH:10]=[CH:9][C:8]([NH:11][C:12]2[N:16](COCC[Si](C)(C)C)[N:15]=[CH:14][C:13]=2[C:25]#[N:26])=[CH:7][CH:6]=1)(=[O:4])=[O:3].Cl.C([O-])(O)=O.[Na+], predict the reaction product. The product is: [CH3:1][S:2]([C:5]1[CH:6]=[CH:7][C:8]([NH:11][C:12]2[C:13]([C:25]#[N:26])=[CH:14][NH:15][N:16]=2)=[CH:9][CH:10]=1)(=[O:3])=[O:4]. (9) Given the reactants I[C:2]1[N:3]=[CH:4][N:5]([C:7]([C:20]2[CH:25]=[CH:24][CH:23]=[CH:22][CH:21]=2)([C:14]2[CH:19]=[CH:18][CH:17]=[CH:16][CH:15]=2)[C:8]2[CH:13]=[CH:12][CH:11]=[CH:10][CH:9]=2)[CH:6]=1.[CH3:26][C:27](O)(C#C)C.[OH-].[K+], predict the reaction product. The product is: [C:26]([C:2]1[N:3]=[CH:4][N:5]([C:7]([C:14]2[CH:19]=[CH:18][CH:17]=[CH:16][CH:15]=2)([C:20]2[CH:25]=[CH:24][CH:23]=[CH:22][CH:21]=2)[C:8]2[CH:13]=[CH:12][CH:11]=[CH:10][CH:9]=2)[CH:6]=1)#[CH:27]. (10) The product is: [F:1][C:2]1[CH:3]=[CH:4][C:5]([O:11][CH3:12])=[C:6]([C:14]2[N:19]=[C:18]([NH2:20])[N:17]=[C:16]([NH:21][CH3:22])[CH:15]=2)[CH:7]=1. Given the reactants [F:1][C:2]1[CH:3]=[CH:4][C:5]([O:11][CH3:12])=[C:6](B(O)O)[CH:7]=1.Cl[C:14]1[N:19]=[C:18]([NH2:20])[N:17]=[C:16]([NH:21][CH3:22])[CH:15]=1, predict the reaction product.